This data is from Forward reaction prediction with 1.9M reactions from USPTO patents (1976-2016). The task is: Predict the product of the given reaction. (1) Given the reactants [CH3:1][C:2]1([C@H:5]([NH:7][C:8]2[C:9]3[N:10]([CH:17]=[C:18]([C:20]4[O:21][C:22](S(C)=O)=[N:23][N:24]=4)[CH:19]=3)[N:11]=[CH:12][C:13]=2[C:14]([NH2:16])=[O:15])[CH3:6])[CH2:4][CH2:3]1.[CH3:28][N:29]1[CH2:34][CH2:33][NH:32][CH2:31][CH2:30]1.CCN(C(C)C)C(C)C, predict the reaction product. The product is: [CH3:1][C:2]1([C@H:5]([NH:7][C:8]2[C:9]3[N:10]([CH:17]=[C:18]([C:20]4[O:21][C:22]([N:32]5[CH2:33][CH2:34][N:29]([CH3:28])[CH2:30][CH2:31]5)=[N:23][N:24]=4)[CH:19]=3)[N:11]=[CH:12][C:13]=2[C:14]([NH2:16])=[O:15])[CH3:6])[CH2:4][CH2:3]1. (2) Given the reactants [N:1]1[CH:6]=[CH:5][CH:4]=[C:3]([NH:7][C:8](=[O:15])OCC(Cl)(Cl)Cl)[CH:2]=1.[C:16]1([C:28]2[CH:33]=[CH:32][CH:31]=[CH:30][CH:29]=2)[CH:21]=[CH:20][CH:19]=[C:18]([N:22]2[CH2:27][CH2:26][NH:25][CH2:24][CH2:23]2)[CH:17]=1.C(N(C(C)C)CC)(C)C.O, predict the reaction product. The product is: [C:16]1([C:28]2[CH:29]=[CH:30][CH:31]=[CH:32][CH:33]=2)[CH:21]=[CH:20][CH:19]=[C:18]([N:22]2[CH2:23][CH2:24][N:25]([C:8]([NH:7][C:3]3[CH:2]=[N:1][CH:6]=[CH:5][CH:4]=3)=[O:15])[CH2:26][CH2:27]2)[CH:17]=1. (3) Given the reactants [H-].[Na+].[CH3:3][O:4][C:5]1[N:6]=[C:7]2[C:12](=[CH:13][CH:14]=1)[N:11]=[CH:10][CH:9]=[C:8]2[CH:15]=O.[CH3:17][C:18](=[O:22])[O:19][CH2:20][CH3:21], predict the reaction product. The product is: [CH2:20]([O:19][C:18](=[O:22])/[CH:17]=[CH:15]/[C:8]1[C:7]2[C:12](=[CH:13][CH:14]=[C:5]([O:4][CH3:3])[N:6]=2)[N:11]=[CH:10][CH:9]=1)[CH3:21]. (4) Given the reactants [CH3:1][O:2][C:3]1[CH:11]=[CH:10][CH:9]=[C:8]2[C:4]=1[CH:5]=[C:6]([CH3:12])[NH:7]2.[H-].[Na+].CCCCCC.[CH2:21](Br)[C:22]1[CH:27]=[CH:26][CH:25]=[CH:24][CH:23]=1, predict the reaction product. The product is: [CH3:1][O:2][C:3]1[CH:11]=[CH:10][CH:9]=[C:8]2[C:4]=1[CH:5]=[C:6]([CH3:12])[N:7]2[CH2:21][C:22]1[CH:27]=[CH:26][CH:25]=[CH:24][CH:23]=1. (5) Given the reactants C(OC([N:11]1[CH2:20][CH2:19][C:18]2[C:13](=[CH:14][CH:15]=[CH:16][CH:17]=2)[CH:12]1[C:21]1[C:26]([F:27])=[CH:25][CH:24]=[CH:23][C:22]=1[O:28][CH2:29]C=C)=O)C1C=CC=CC=1.CN1[C:40](=O)[CH2:39][C:37](=O)N(C)C1=O.[C:43]([O-:46])([O-])=[O:44].[Cs+].[Cs+].BrC[C:51]([O:53][CH2:54][CH3:55])=[O:52].[CH3:56][CH2:57]OC(C)=O, predict the reaction product. The product is: [CH2:54]([O:53][C:51]([N:11]1[CH2:20][CH2:19][C:18]2[C:13](=[CH:14][CH:15]=[CH:16][CH:17]=2)[CH:12]1[C:21]1[C:26]([F:27])=[CH:25][CH:24]=[CH:23][C:22]=1[O:28][CH2:29][C:43]([OH:46])=[O:44])=[O:52])[C:55]1[CH:37]=[CH:39][CH:40]=[CH:57][CH:56]=1.